This data is from Full USPTO retrosynthesis dataset with 1.9M reactions from patents (1976-2016). The task is: Predict the reactants needed to synthesize the given product. (1) Given the product [Br:1][C:2]1[CH:3]=[CH:4][C:5]2=[C:6]([CH:23]=1)[N:7]=[C:8]([NH:15][C:16](=[O:17])[O:18][C:19]([CH3:20])([CH3:22])[CH3:21])[CH2:9][C:10]([C:12](=[O:13])[N:50]([CH2:49][CH2:48][CH2:47][F:46])[CH2:51][CH2:52][CH3:53])=[CH:11]2, predict the reactants needed to synthesize it. The reactants are: [Br:1][C:2]1[CH:3]=[CH:4][C:5]2=[C:6]([CH:23]=1)[N:7]=[C:8]([NH:15][C:16]([O:18][C:19]([CH3:22])([CH3:21])[CH3:20])=[O:17])[CH2:9][C:10]([C:12](O)=[O:13])=[CH:11]2.C1C=CC2N(O)N=NC=2C=1.CCN=C=NCCCN(C)C.Cl.[F:46][CH2:47][CH2:48][CH2:49][NH:50][CH2:51][CH2:52][CH3:53].C(N(CC)CC)C. (2) Given the product [CH3:35][O:36][C:37](=[O:41])[C@H:38]([O:16][C:12]1[CH:11]=[CH:10][C:9]([F:17])=[C:8]2[C:13]=1[C:14]([CH3:15])=[C:5]([CH2:4][C:3]1[CH:19]=[CH:20][C:21]([Cl:23])=[CH:22][C:2]=1[Cl:1])[C:6](=[O:18])[NH:7]2)[CH3:39], predict the reactants needed to synthesize it. The reactants are: [Cl:1][C:2]1[CH:22]=[C:21]([Cl:23])[CH:20]=[CH:19][C:3]=1[CH2:4][C:5]1[C:6](=[O:18])[NH:7][C:8]2[C:13]([C:14]=1[CH3:15])=[C:12]([OH:16])[CH:11]=[CH:10][C:9]=2[F:17].CN(C)C=O.C(=O)([O-])[O-].[K+].[K+].[CH3:35][O:36][C:37](=[O:41])[C@@H:38](Cl)[CH3:39].